The task is: Predict which catalyst facilitates the given reaction.. This data is from Catalyst prediction with 721,799 reactions and 888 catalyst types from USPTO. (1) Reactant: [CH2:1]([O:3][C:4](=[O:20])[CH:5]([C:11]1[CH:16]=[C:15]([NH2:17])[C:14](Br)=[CH:13][C:12]=1[Cl:19])[C:6]([O:8][CH2:9][CH3:10])=[O:7])[CH3:2].[C:21](=O)([O-])[O-].[K+].[K+].CB1OB(C)OB(C)O1. Product: [CH2:1]([O:3][C:4](=[O:20])[CH:5]([C:11]1[CH:16]=[C:15]([NH2:17])[C:14]([CH3:21])=[CH:13][C:12]=1[Cl:19])[C:6]([O:8][CH2:9][CH3:10])=[O:7])[CH3:2]. The catalyst class is: 117. (2) The catalyst class is: 2. Reactant: [F:1][C:2]1[CH:7]=[CH:6][CH:5]=[C:4]([CH2:8][S:9]([CH:12]=[CH2:13])(=[O:11])=[O:10])[CH:3]=1.[CH3:14][C@H:15]([NH2:18])[CH2:16][CH3:17]. Product: [F:1][C:2]1[CH:3]=[C:4]([CH:5]=[CH:6][CH:7]=1)[CH2:8][S:9]([CH2:12][CH2:13][NH:18][C@H:15]([CH2:16][CH3:17])[CH3:14])(=[O:11])=[O:10].